Dataset: Forward reaction prediction with 1.9M reactions from USPTO patents (1976-2016). Task: Predict the product of the given reaction. (1) Given the reactants Br[C:2]1[N:6]2[N:7]=[C:8]([NH:27][CH:28]3[CH2:33][CH2:32][CH:31]([NH:34][C:35](=[O:41])[O:36][C:37]([CH3:40])([CH3:39])[CH3:38])[CH2:30][CH2:29]3)[CH:9]=[C:10]([N:11]([CH2:18][C:19]3[CH:24]=[CH:23][C:22]([O:25][CH3:26])=[CH:21][CH:20]=3)[C:12]3[CH:17]=[CH:16][CH:15]=[CH:14][CH:13]=3)[C:5]2=[N:4][CH:3]=1.[CH:42]1(B(O)O)[CH2:44][CH2:43]1.[O-]P([O-])([O-])=O.[K+].[K+].[K+].CCO, predict the reaction product. The product is: [CH:42]1([C:2]2[N:6]3[N:7]=[C:8]([NH:27][CH:28]4[CH2:33][CH2:32][CH:31]([NH:34][C:35](=[O:41])[O:36][C:37]([CH3:40])([CH3:39])[CH3:38])[CH2:30][CH2:29]4)[CH:9]=[C:10]([N:11]([CH2:18][C:19]4[CH:24]=[CH:23][C:22]([O:25][CH3:26])=[CH:21][CH:20]=4)[C:12]4[CH:13]=[CH:14][CH:15]=[CH:16][CH:17]=4)[C:5]3=[N:4][CH:3]=2)[CH2:44][CH2:43]1. (2) The product is: [Br:1][C:2]1[C:3]([Cl:12])=[N:4][CH:5]=[C:6]([CH:11]=1)[C:7]([NH:9]/[N:10]=[C:20](/[C:18]1[CH:19]=[C:14]([Cl:13])[CH:15]=[CH:16][C:17]=1[OH:23])\[CH3:21])=[O:8]. Given the reactants [Br:1][C:2]1[C:3]([Cl:12])=[N:4][CH:5]=[C:6]([CH:11]=1)[C:7]([NH:9][NH2:10])=[O:8].[Cl:13][C:14]1[CH:15]=[CH:16][C:17]([OH:23])=[C:18]([C:20](=O)[CH3:21])[CH:19]=1, predict the reaction product. (3) Given the reactants [F:1][C:2]1[N:7]=[CH:6][C:5]([NH:8][C:9](=[O:16])OCC(Cl)(Cl)Cl)=[CH:4][CH:3]=1.Cl.Cl.[F:19][C:20]1[C:25]([F:26])=[CH:24][CH:23]=[CH:22][C:21]=1[C:27]1[N:32]=[C:31]([N:33]2[CH2:38][CH2:37][NH:36][CH2:35][CH2:34]2)[CH:30]=[CH:29][N:28]=1, predict the reaction product. The product is: [F:19][C:20]1[C:25]([F:26])=[CH:24][CH:23]=[CH:22][C:21]=1[C:27]1[N:32]=[C:31]([N:33]2[CH2:38][CH2:37][N:36]([C:9]([NH:8][C:5]3[CH:6]=[N:7][C:2]([F:1])=[CH:3][CH:4]=3)=[O:16])[CH2:35][CH2:34]2)[CH:30]=[CH:29][N:28]=1. (4) Given the reactants Br[C:2]1[C:10]2[C:5](=[N:6][C:7]([CH3:21])=[CH:8][C:9]=2[NH:11][S:12]([C:15]2[CH:20]=[CH:19][CH:18]=[CH:17][CH:16]=2)(=[O:14])=[O:13])[S:4][C:3]=1[C:22]1[CH:23]=[N:24][N:25](C(OC(C)(C)C)=O)[CH:26]=1.[N:34]1([C:39]2[CH:40]=[N:41][CH:42]=[C:43](B3OC(C)(C)C(C)(C)O3)[CH:44]=2)[CH2:38][CH2:37][CH2:36][CH2:35]1.C(=O)([O-])[O-].[K+].[K+].O1CCOCC1, predict the reaction product. The product is: [CH3:21][C:7]1[N:6]=[C:5]2[S:4][C:3]([C:22]3[CH:23]=[N:24][NH:25][CH:26]=3)=[C:2]([C:43]3[CH:42]=[N:41][CH:40]=[C:39]([N:34]4[CH2:38][CH2:37][CH2:36][CH2:35]4)[CH:44]=3)[C:10]2=[C:9]([NH:11][S:12]([C:15]2[CH:20]=[CH:19][CH:18]=[CH:17][CH:16]=2)(=[O:14])=[O:13])[CH:8]=1.